This data is from Catalyst prediction with 721,799 reactions and 888 catalyst types from USPTO. The task is: Predict which catalyst facilitates the given reaction. (1) Product: [CH3:25][C:22]1[CH:23]=[CH:24][C:19]([C:10]2[CH:11]=[C:12]([N:14]3[CH:18]=[N:17][N:16]=[N:15]3)[CH:13]=[C:8]([C:6]([OH:7])=[O:5])[CH:9]=2)=[CH:20][CH:21]=1. Reactant: O[Li].O.C[O:5][C:6]([C:8]1[CH:9]=[C:10]([C:19]2[CH:24]=[CH:23][C:22]([CH3:25])=[CH:21][CH:20]=2)[CH:11]=[C:12]([N:14]2[CH:18]=[N:17][N:16]=[N:15]2)[CH:13]=1)=[O:7]. The catalyst class is: 90. (2) Product: [CH3:1][O:2][C:3]1[CH:8]=[CH:7][N:6]=[CH:5][C:4]=1[NH2:9]. The catalyst class is: 19. Reactant: [CH3:1][O:2][C:3]1[CH:8]=[CH:7][N:6]=[CH:5][C:4]=1[N+:9]([O-])=O. (3) Reactant: Br[CH:2]([CH3:11])[C:3]([C:5]1[CH:10]=[CH:9][CH:8]=[CH:7][CH:6]=1)=[O:4].[ClH:12].[OH:13][C:14]1[CH:19]=[CH:18][CH:17]=[CH:16][C:15]=1[CH2:20][C:21]([N:23]1[CH2:28][CH2:27][NH:26][CH2:25][CH2:24]1)=[O:22].C([O-])([O-])=O.[K+].[K+]. Product: [ClH:12].[C:3]([CH:2]([N:26]1[CH2:25][CH2:24][N:23]([C:21](=[O:22])[CH2:20][C:15]2[CH:16]=[CH:17][CH:18]=[CH:19][C:14]=2[OH:13])[CH2:28][CH2:27]1)[CH3:11])(=[O:4])[C:5]1[CH:10]=[CH:9][CH:8]=[CH:7][CH:6]=1. The catalyst class is: 3.